The task is: Predict the reaction yield, written as a fraction of the theoretical maximum amount of product (1.0 means a 100% yield; for example, 0.34 means a 34% yield).. This data is from Reaction yield outcomes from USPTO patents with 853,638 reactions. (1) The reactants are [OH:1][C:2]1[CH:3]=[C:4]([CH:8]=[C:9]([N:11]2[CH2:15][CH2:14][CH2:13][C:12]2=[O:16])[CH:10]=1)[C:5]([OH:7])=[O:6].[CH3:17]O. The catalyst is OS(O)(=O)=O. The product is [CH3:17][O:6][C:5](=[O:7])[C:4]1[CH:8]=[C:9]([N:11]2[CH2:15][CH2:14][CH2:13][C:12]2=[O:16])[CH:10]=[C:2]([OH:1])[CH:3]=1. The yield is 0.740. (2) The reactants are [C:1]([O:5][C:6]([N:8]1[CH2:26][CH2:25][N:11]2[C:12]3[CH:13]=[CH:14][CH:15]=[CH:16][C:17]=3[C:18]([C:19](=[O:24])C(F)(F)F)=[C:10]2[CH2:9]1)=[O:7])([CH3:4])([CH3:3])[CH3:2].[H-].[Na+].[OH2:29]. The catalyst is CN(C)C=O.COC(C)(C)C. The product is [C:1]([O:5][C:6]([N:8]1[CH2:26][CH2:25][N:11]2[C:12]3[CH:13]=[CH:14][CH:15]=[CH:16][C:17]=3[C:18]([C:19]([OH:24])=[O:29])=[C:10]2[CH2:9]1)=[O:7])([CH3:2])([CH3:3])[CH3:4]. The yield is 0.860. (3) The reactants are [CH3:1][N:2]1[CH:7]2[CH2:8][CH2:9][CH:3]1[CH2:4][C:5]([C:10]1[C:18]3[C:13](=[CH:14][CH:15]=[C:16]([N+:19]([O-])=O)[CH:17]=3)[NH:12][CH:11]=1)=[CH:6]2.I.CS[C:25]([C:27]1[S:28][CH:29]=[CH:30][CH:31]=1)=[NH:26]. The catalyst is C(O)C.[Pd]. The product is [CH3:1][N:2]1[CH:7]2[CH2:8][CH2:9][CH:3]1[CH2:4][C:5]([C:10]1[C:18]3[C:13](=[CH:14][CH:15]=[C:16]([NH:19][C:25]([C:27]4[S:28][CH:29]=[CH:30][CH:31]=4)=[NH:26])[CH:17]=3)[NH:12][CH:11]=1)=[CH:6]2. The yield is 0.440. (4) The catalyst is CC#N. The product is [Br:16][C:17]1[CH:22]=[CH:21][C:20]([C@@H:23]([NH:25][CH2:10][CH2:9][C:4]2([CH:1]([CH3:2])[CH3:3])[O:5][CH2:6][CH2:7][O:8]2)[CH3:24])=[CH:19][CH:18]=1. The yield is 0.380. The reactants are [CH:1]([C:4]1([CH2:9][CH2:10]OS(C)(=O)=O)[O:8][CH2:7][CH2:6][O:5]1)([CH3:3])[CH3:2].[Br:16][C:17]1[CH:22]=[CH:21][C:20]([C@@H:23]([NH2:25])[CH3:24])=[CH:19][CH:18]=1.C([O-])([O-])=O.[K+].[K+].